Dataset: Reaction yield outcomes from USPTO patents with 853,638 reactions. Task: Predict the reaction yield, written as a fraction of the theoretical maximum amount of product (1.0 means a 100% yield; for example, 0.34 means a 34% yield). (1) The product is [C:25]([Si:22]([CH3:24])([CH3:23])[O:29][CH2:30][CH2:31][O:32][C:33]1[CH:40]=[CH:39][C:36]([CH:37]=[CH2:2])=[CH:35][CH:34]=1)([CH3:28])([CH3:27])[CH3:26]. The reactants are [I-].[CH3:2][P+](C1C=CC=CC=1)(C1C=CC=CC=1)C1C=CC=CC=1.[Si:22]([O:29][CH2:30][CH2:31][O:32][C:33]1[CH:40]=[CH:39][C:36]([CH:37]=O)=[CH:35][CH:34]=1)([C:25]([CH3:28])([CH3:27])[CH3:26])([CH3:24])[CH3:23]. The catalyst is C1COCC1. The yield is 0.650. (2) The reactants are Br[CH2:2][CH2:3][CH2:4][C:5]1[CH:10]=[CH:9][CH:8]=[CH:7][CH:6]=1.BrCCBr.[C:15](OCC)(=[O:21])[C:16]([O:18][CH2:19][CH3:20])=[O:17].Cl. The product is [O:21]=[C:15]([CH2:2][CH2:3][CH2:4][C:5]1[CH:10]=[CH:9][CH:8]=[CH:7][CH:6]=1)[C:16]([O:18][CH2:19][CH3:20])=[O:17]. The catalyst is CCOCC.O. The yield is 0.890. (3) The reactants are [C:1](Cl)(=[O:40])[O:2][CH:3]([CH2:22][CH2:23][CH2:24][CH2:25][CH2:26][CH2:27][CH2:28][CH2:29]/[CH:30]=[CH:31]\[CH2:32]/[CH:33]=[CH:34]\[CH2:35][CH2:36][CH2:37][CH2:38][CH3:39])[CH2:4][CH2:5][CH2:6][CH2:7][CH2:8][CH2:9][CH2:10][CH2:11]/[CH:12]=[CH:13]\[CH2:14]/[CH:15]=[CH:16]\[CH2:17][CH2:18][CH2:19][CH2:20][CH3:21].[CH3:42][N:43]([CH3:66])[CH2:44][CH2:45][CH2:46][NH:47][CH2:48][CH2:49][CH2:50][CH2:51][CH2:52][CH2:53][CH2:54][CH2:55]/[CH:56]=[CH:57]\[CH2:58]/[CH:59]=[CH:60]\[CH2:61][CH2:62][CH2:63][CH2:64][CH3:65].C(N(CC)CC)C. The catalyst is ClCCl. The product is [CH3:66][N:43]([CH3:42])[CH2:44][CH2:45][CH2:46][N:47]([CH2:48][CH2:49][CH2:50][CH2:51][CH2:52][CH2:53][CH2:54][CH2:55]/[CH:56]=[CH:57]\[CH2:58]/[CH:59]=[CH:60]\[CH2:61][CH2:62][CH2:63][CH2:64][CH3:65])[C:1](=[O:40])[O:2][CH:3]([CH2:22][CH2:23][CH2:24][CH2:25][CH2:26][CH2:27][CH2:28][CH2:29]/[CH:30]=[CH:31]\[CH2:32]/[CH:33]=[CH:34]\[CH2:35][CH2:36][CH2:37][CH2:38][CH3:39])[CH2:4][CH2:5][CH2:6][CH2:7][CH2:8][CH2:9][CH2:10][CH2:11]/[CH:12]=[CH:13]\[CH2:14]/[CH:15]=[CH:16]\[CH2:17][CH2:18][CH2:19][CH2:20][CH3:21]. The yield is 0.550. (4) The catalyst is C(Cl)(Cl)Cl. The product is [OH:2][C:3]1[C:4]([C:18](=[O:20])[CH3:19])=[CH:5][S:6][C:7]=1[C:8]1[CH:17]=[CH:16][C:15]2[CH2:14][CH2:13][CH2:12][CH2:11][C:10]=2[CH:9]=1. The yield is 0.450. The reactants are C[O:2][C:3]1[C:4]([C:18](=[O:20])[CH3:19])=[CH:5][S:6][C:7]=1[C:8]1[CH:17]=[CH:16][C:15]2[CH2:14][CH2:13][CH2:12][CH2:11][C:10]=2[CH:9]=1.B(Br)(Br)Br. (5) The reactants are S(O)(O)(=O)=O.[NH2:6][CH2:7][C:8]1[CH:16]=[CH:15][C:11]([C:12]([OH:14])=[O:13])=[CH:10][C:9]=1[N+:17]([O-:19])=[O:18].C(=O)([O-])[O-].[K+].[K+].[C:26]([O:30][C:31](O[C:31]([O:30][C:26]([CH3:29])([CH3:28])[CH3:27])=[O:32])=[O:32])([CH3:29])([CH3:28])[CH3:27].Cl. The catalyst is O. The product is [C:26]([O:30][C:31]([NH:6][CH2:7][C:8]1[CH:16]=[CH:15][C:11]([C:12]([OH:14])=[O:13])=[CH:10][C:9]=1[N+:17]([O-:19])=[O:18])=[O:32])([CH3:29])([CH3:28])[CH3:27]. The yield is 0.490. (6) The reactants are [CH2:1]([NH:5][C:6]1[CH:10]=[C:9]([C:11]2[CH:16]=[CH:15][N:14]=[CH:13][CH:12]=2)[S:8][C:7]=1[C:17]([NH2:19])=[O:18])[CH2:2][CH2:3][CH3:4].[CH3:20][C:21]([CH3:23])=O.O.C1(C)C=CC(S(O)(=O)=O)=CC=1.C(=O)([O-])O.[Na+]. The catalyst is C(O)(=O)C. The product is [CH2:1]([N:5]1[C:6]2[CH:10]=[C:9]([C:11]3[CH:16]=[CH:15][N:14]=[CH:13][CH:12]=3)[S:8][C:7]=2[C:17](=[O:18])[NH:19][C:21]1([CH3:23])[CH3:20])[CH2:2][CH2:3][CH3:4]. The yield is 0.700.